Dataset: CYP2C9 inhibition data for predicting drug metabolism from PubChem BioAssay. Task: Regression/Classification. Given a drug SMILES string, predict its absorption, distribution, metabolism, or excretion properties. Task type varies by dataset: regression for continuous measurements (e.g., permeability, clearance, half-life) or binary classification for categorical outcomes (e.g., BBB penetration, CYP inhibition). Dataset: cyp2c9_veith. The compound is CCN1CCc2c(sc(N)c2C(N)=O)C1. The result is 0 (non-inhibitor).